Dataset: Catalyst prediction with 721,799 reactions and 888 catalyst types from USPTO. Task: Predict which catalyst facilitates the given reaction. (1) The catalyst class is: 15. Product: [OH:1][CH2:2][CH2:3][N:4]1[C:10]([CH3:11])=[C:9]([O:13][C:14]2[CH:15]=[CH:16][C:17]([C:18]#[N:19])=[CH:20][CH:21]=2)[C:6]([CH3:7])=[N:5]1. Reactant: [OH:1][CH2:2][CH2:3][NH:4][NH2:5].[C:6]([CH:9]([O:13][C:14]1[CH:21]=[CH:20][C:17]([C:18]#[N:19])=[CH:16][CH:15]=1)[C:10](=O)[CH3:11])(=O)[CH3:7].O. (2) Reactant: [CH2:1]([O:8][CH2:9][C:10]([N:12]([CH3:22])[C:13]1[CH:18]=[CH:17][C:16]([N+:19]([O-])=O)=[CH:15][CH:14]=1)=[O:11])[C:2]1[CH:7]=[CH:6][CH:5]=[CH:4][CH:3]=1.C([O-])=O.[NH4+]. Product: [CH2:1]([O:8][CH2:9][C:10]([N:12]([CH3:22])[C:13]1[CH:14]=[CH:15][C:16]([NH2:19])=[CH:17][CH:18]=1)=[O:11])[C:2]1[CH:3]=[CH:4][CH:5]=[CH:6][CH:7]=1. The catalyst class is: 314. (3) The catalyst class is: 16. Product: [CH3:1][N:2]1[C:6]([C:7]2[CH:12]=[C:11]([N+:13]([O-:15])=[O:14])[CH:10]=[CH:9][C:8]=2[O:16][CH2:19][C:20]2[CH:25]=[CH:24][CH:23]=[CH:22][N:21]=2)=[CH:5][CH:4]=[N:3]1. Reactant: [CH3:1][N:2]1[C:6]([C:7]2[CH:12]=[C:11]([N+:13]([O-:15])=[O:14])[CH:10]=[CH:9][C:8]=2[OH:16])=[CH:5][CH:4]=[N:3]1.Br.Br[CH2:19][C:20]1[CH:25]=[CH:24][CH:23]=[CH:22][N:21]=1.C(=O)([O-])[O-].[K+].[K+]. (4) Reactant: [Cl:1][C:2]1[CH:7]=[C:6]([Cl:8])[N:5]=[C:4]([N:9]2[CH2:14][CH2:13][O:12][CH2:11][CH2:10]2)[N:3]=1.C([Li])CCC.[O:20]1[CH2:24][CH2:23]OS1(=O)=O.Cl. Product: [Cl:8][C:6]1[C:7]([CH2:23][CH2:24][OH:20])=[C:2]([Cl:1])[N:3]=[C:4]([N:9]2[CH2:14][CH2:13][O:12][CH2:11][CH2:10]2)[N:5]=1. The catalyst class is: 1.